From a dataset of Reaction yield outcomes from USPTO patents with 853,638 reactions. Predict the reaction yield, written as a fraction of the theoretical maximum amount of product (1.0 means a 100% yield; for example, 0.34 means a 34% yield). The reactants are [CH3:1][O:2][C:3](=[O:11])[C:4]1[CH:9]=[CH:8][C:7]([OH:10])=[CH:6][CH:5]=1.[O:12]1[CH:17]=[CH:16][CH2:15][CH2:14][CH2:13]1. The catalyst is CC(C)=O.C1(C)C=CC(S([O-])(=O)=O)=CC=1.[NH+]1C=CC=CC=1. The product is [CH3:1][O:2][C:3](=[O:11])[C:4]1[CH:9]=[CH:8][C:7]([O:10][CH:13]2[CH2:14][CH2:15][CH2:16][CH2:17][O:12]2)=[CH:6][CH:5]=1. The yield is 0.990.